This data is from Reaction yield outcomes from USPTO patents with 853,638 reactions. The task is: Predict the reaction yield, written as a fraction of the theoretical maximum amount of product (1.0 means a 100% yield; for example, 0.34 means a 34% yield). (1) The reactants are [F:1][C:2]1[CH:22]=[CH:21][C:5]([NH:6][CH2:7][C:8]([C:10]2[CH:15]=[CH:14][C:13]([S:16]([CH3:19])(=[O:18])=[O:17])=[C:12]([CH3:20])[CH:11]=2)=[O:9])=[CH:4][CH:3]=1.[CH2:23](Cl)[C:24]([C:26]1[CH:31]=[CH:30][CH:29]=[CH:28][CH:27]=1)=O.C1C[O:36]CC1. The catalyst is O. The product is [F:1][C:2]1[CH:3]=[CH:4][C:5]([N:6]([CH2:7][C:8]([C:10]2[CH:15]=[CH:14][C:13]([S:16]([CH3:19])(=[O:18])=[O:17])=[C:12]([CH3:20])[CH:11]=2)=[O:9])[C:23](=[O:36])[CH2:24][C:26]2[CH:31]=[CH:30][CH:29]=[CH:28][CH:27]=2)=[CH:21][CH:22]=1. The yield is 0.780. (2) The product is [C:6]([CH:4]([O:10][C:11]([C:14]([C:17]([C:20]([C:23]([C:26]([OH:35])=[O:27])([F:24])[F:25])([F:21])[F:22])([F:19])[F:18])([F:15])[F:16])([F:12])[F:13])[F:5])([F:9])([F:7])[F:8]. The yield is 0.950. The reactants are FC([C:4]([O:10][C:11]([C:14]([C:17]([C:20]([C:23]([C:26](F)=[O:27])([F:25])[F:24])([F:22])[F:21])([F:19])[F:18])([F:16])[F:15])([F:13])[F:12])([C:6]([F:9])([F:8])[F:7])[F:5])=O.FC(F)(F)C1(F)[O:35]C1(F)F.FC(F)(C(F)(F)C(F)(F)C(F)(F)C(F)=O)C(F)=O.C(=O)([O-])[O-].[Na+].[Na+].C(=O)=O.S(=O)(=O)(O)O. The catalyst is COCCOCCOC.O. (3) The reactants are [Br:1][C:2]1[CH:3]=[C:4]([C:9]2[N:10]=[CH:11][S:12][C:13]=2[C:14]2[CH:19]=[CH:18][CH:17]=[C:16]([Cl:20])[C:15]=2[Cl:21])[C:5](Cl)=[N:6][CH:7]=1.[CH3:22][O:23][C:24]1[CH:31]=[CH:30][C:27]([CH2:28][NH2:29])=[CH:26][CH:25]=1. The catalyst is COCCOC. The product is [CH3:22][O:23][C:24]1[CH:31]=[CH:30][C:27]([CH2:28][NH:29][C:5]2[C:4]([C:9]3[N:10]=[CH:11][S:12][C:13]=3[C:14]3[CH:19]=[CH:18][CH:17]=[C:16]([Cl:20])[C:15]=3[Cl:21])=[CH:3][C:2]([Br:1])=[CH:7][N:6]=2)=[CH:26][CH:25]=1. The yield is 0.850. (4) The reactants are [H-].[Al+3].[Li+].[H-].[H-].[H-].[Cl:7][C:8]1[C:13]([F:14])=[CH:12][CH:11]=[CH:10][C:9]=1[NH:15][CH:16]=O. The catalyst is C1COCC1. The product is [CH3:16][NH:15][C:9]1[CH:10]=[CH:11][CH:12]=[C:13]([F:14])[C:8]=1[Cl:7]. The yield is 0.990.